The task is: Predict the reactants needed to synthesize the given product.. This data is from Full USPTO retrosynthesis dataset with 1.9M reactions from patents (1976-2016). (1) Given the product [OH:1][C@:2]1([C:30]([F:35])([F:36])[C:31]([F:32])([F:33])[F:34])[C@:18]2([CH3:19])[C@H:5]([C@H:6]3[C:15]([C@@H:16]([C:20]4[CH:21]=[CH:22][C:23]([CH:26]([O:28][C:37](=[O:42])[CH2:38][CH:39]([CH3:41])[CH3:40])[CH3:27])=[CH:24][CH:25]=4)[CH2:17]2)=[C:14]2[C:9](=[CH:10][C:11](=[O:29])[CH2:12][CH2:13]2)[CH2:8][CH2:7]3)[CH2:4][CH2:3]1, predict the reactants needed to synthesize it. The reactants are: [OH:1][C@:2]1([C:30]([F:36])([F:35])[C:31]([F:34])([F:33])[F:32])[C@:18]2([CH3:19])[C@H:5]([C@H:6]3[C:15]([C@@H:16]([C:20]4[CH:25]=[CH:24][C:23]([CH:26]([OH:28])[CH3:27])=[CH:22][CH:21]=4)[CH2:17]2)=[C:14]2[C:9](=[CH:10][C:11](=[O:29])[CH2:12][CH2:13]2)[CH2:8][CH2:7]3)[CH2:4][CH2:3]1.[C:37](O[C:37](=[O:42])[CH2:38][CH:39]([CH3:41])[CH3:40])(=[O:42])[CH2:38][CH:39]([CH3:41])[CH3:40]. (2) Given the product [CH3:1][O:2][C:3](=[O:33])[CH2:4][C@@H:5]1[CH2:6][S:7][C:18]([C:20]2[NH:21][C:22]3[C:27]([CH:28]=2)=[CH:26][C:25]([Cl:29])=[CH:24][C:23]=3[N+:30]([O-:32])=[O:31])=[N:17]1, predict the reactants needed to synthesize it. The reactants are: [CH3:1][O:2][C:3](=[O:33])[CH2:4][C@@H:5]([NH:17][C:18]([C:20]1[NH:21][C:22]2[C:27]([CH:28]=1)=[CH:26][C:25]([Cl:29])=[CH:24][C:23]=2[N+:30]([O-:32])=[O:31])=O)[CH2:6][S:7]CC1C=CC(OC)=CC=1.P(Cl)(Cl)(Cl)(Cl)Cl. (3) The reactants are: [S:1]1[C:5]([C:6]2[N:10]3[CH2:11][CH2:12][NH:13][CH2:14][C:9]3=[N:8][N:7]=2)=[N:4][CH:3]=[N:2]1.C(N(CC)CC)C.[Cl:22][C:23]1[C:31]([Cl:32])=[CH:30][CH:29]=[CH:28][C:24]=1[C:25](Cl)=[O:26].C([O-])(O)=O.[Na+]. Given the product [Cl:22][C:23]1[C:31]([Cl:32])=[CH:30][CH:29]=[CH:28][C:24]=1[C:25]([N:13]1[CH2:12][CH2:11][N:10]2[C:6]([C:5]3[S:1][N:2]=[CH:3][N:4]=3)=[N:7][N:8]=[C:9]2[CH2:14]1)=[O:26], predict the reactants needed to synthesize it. (4) Given the product [Br:32][C:28]1[CH:27]=[C:26]([C:24]2[CH2:23][C:22](=[O:33])[NH:21][C:9]3[CH:10]=[C:11]([C:17]([F:20])([F:19])[F:18])[C:12]([N:14]([CH3:16])[CH3:15])=[CH:13][C:8]=3[N:7]=2)[CH:31]=[CH:30][CH:29]=1, predict the reactants needed to synthesize it. The reactants are: C(OC(=O)[NH:7][C:8]1[CH:13]=[C:12]([N:14]([CH3:16])[CH3:15])[C:11]([C:17]([F:20])([F:19])[F:18])=[CH:10][C:9]=1[NH:21][C:22](=[O:33])[CH2:23][C:24]([C:26]1[CH:31]=[CH:30][CH:29]=[C:28]([Br:32])[CH:27]=1)=O)(C)(C)C.C(O)(C(F)(F)F)=O. (5) Given the product [C:10]([O:9][C:8](=[O:14])[NH:7][CH2:6][C:5]1[CH:15]=[CH:16][C:2]([B:18]2[O:22][C:21]([CH3:24])([CH3:23])[C:20]([CH3:26])([CH3:25])[O:19]2)=[CH:3][C:4]=1[F:17])([CH3:13])([CH3:12])[CH3:11], predict the reactants needed to synthesize it. The reactants are: Br[C:2]1[CH:16]=[CH:15][C:5]([CH2:6][NH:7][C:8](=[O:14])[O:9][C:10]([CH3:13])([CH3:12])[CH3:11])=[C:4]([F:17])[CH:3]=1.[B:18]1([B:18]2[O:22][C:21]([CH3:24])([CH3:23])[C:20]([CH3:26])([CH3:25])[O:19]2)[O:22][C:21]([CH3:24])([CH3:23])[C:20]([CH3:26])([CH3:25])[O:19]1.C([O-])(=O)C.[K+]. (6) Given the product [C:1]([O:5][C:6](=[O:17])[NH:7][C:8]1[CH:9]=[C:10]2[C:14](=[CH:15][CH:16]=1)[N:13]([C:24]1[CH:23]=[CH:22][C:21]([N+:26]([O-:28])=[O:27])=[CH:20][C:19]=1[F:18])[CH:12]=[CH:11]2)([CH3:4])([CH3:2])[CH3:3], predict the reactants needed to synthesize it. The reactants are: [C:1]([O:5][C:6](=[O:17])[NH:7][C:8]1[CH:9]=[C:10]2[C:14](=[CH:15][CH:16]=1)[NH:13][CH:12]=[CH:11]2)([CH3:4])([CH3:3])[CH3:2].[F:18][C:19]1[CH:20]=[C:21]([N+:26]([O-:28])=[O:27])[CH:22]=[CH:23][C:24]=1F. (7) Given the product [CH2:2]([NH:9][C:10]([C:12]1[N:13]=[C:64]([C:65]2[CH:70]=[CH:69][C:68]([F:71])=[CH:67][CH:66]=2)[N:56]([CH2:55][CH2:54][C@@H:48]2[CH2:47][C@H:46]([CH2:45][C:43]([O:42][C:38]([CH3:41])([CH3:40])[CH3:39])=[O:44])[O:51][C:50]([CH3:53])([CH3:52])[O:49]2)[C:57]=1[CH:61]([CH3:62])[CH3:63])=[O:11])[C:3]1[CH:8]=[CH:7][CH:6]=[CH:5][CH:4]=1, predict the reactants needed to synthesize it. The reactants are: [Na].[CH2:2]([NH:9][C:10]([C:12]1[N:13]=C(C2C=CC(F)=CC=2)N(CC[C@@H](O)C[C@@H](O)CC(O)=O)C=1C(C)C)=[O:11])[C:3]1[CH:8]=[CH:7][CH:6]=[CH:5][CH:4]=1.[C:38]([O:42][C:43]([CH2:45][C@@H:46]1[O:51][C:50]([CH3:53])([CH3:52])[O:49][C@H:48]([CH2:54][CH2:55][N:56]([C:64](=O)[C:65]2[CH:70]=[CH:69][C:68]([F:71])=[CH:67][CH:66]=2)[CH:57]([CH:61]([CH3:63])[CH3:62])C(O)=O)[CH2:47]1)=[O:44])([CH3:41])([CH3:40])[CH3:39].C(NC(=O)C(NS(C1C=CC(C)=CC=1)(=O)=O)NS(C1C=CC(C)=CC=1)(=O)=O)C1C=CC=CC=1.CCN=C=NCCCN(C)C. (8) Given the product [CH3:20][C:6]1[N:5]=[CH:4][N:3]=[C:2]([NH:1][CH2:22][C:23]2[O:27][C:26]([C:28]([O:30][CH2:31][CH3:32])=[O:29])=[CH:25][CH:24]=2)[C:7]=1[C:8]#[C:9][C:10]1[CH:11]=[CH:12][C:13]([C:16]([F:19])([F:17])[F:18])=[CH:14][CH:15]=1, predict the reactants needed to synthesize it. The reactants are: [NH2:1][C:2]1[C:7]([C:8]#[C:9][C:10]2[CH:15]=[CH:14][C:13]([C:16]([F:19])([F:18])[F:17])=[CH:12][CH:11]=2)=[C:6]([CH3:20])[N:5]=[CH:4][N:3]=1.Cl[CH2:22][C:23]1[O:27][C:26]([C:28]([O:30][CH2:31][CH3:32])=[O:29])=[CH:25][CH:24]=1.C(=O)([O-])[O-].[K+].[K+].